From a dataset of HIV replication inhibition screening data with 41,000+ compounds from the AIDS Antiviral Screen. Binary Classification. Given a drug SMILES string, predict its activity (active/inactive) in a high-throughput screening assay against a specified biological target. (1) The drug is CCN(CC)CCN(CC)C(=O)COc1cc2c(O)c3c(O)c(C)c4c(c13)C(=O)C(C)(OC=CC(OC)C(C)C(OC(C)=O)C(C)C(O)C(C)C(O)C(C)C=CC=C(C)C(=O)N2)O4. The result is 0 (inactive). (2) The molecule is c1ccc(CC2COC(c3cccs3)=N2)cc1. The result is 0 (inactive). (3) The molecule is NC(=O)c1ncn(C2OC(CO)C(O)C2O)c1NC=O. The result is 0 (inactive). (4) The drug is CC12C=CC(C)(C3C(=O)C4C(C(=O)C31)C1(C)C=CC4(C)S1=O)S2=O. The result is 1 (active).